Task: Predict the product of the given reaction.. Dataset: Forward reaction prediction with 1.9M reactions from USPTO patents (1976-2016) (1) Given the reactants [CH:1]([C:4]1[O:8][C:7]([C:9]2[CH:18]=[CH:17][C:12]([C:13]([O:15]C)=[O:14])=[CH:11][N:10]=2)=[N:6][N:5]=1)([CH3:3])[CH3:2].[OH-].[Na+], predict the reaction product. The product is: [CH:1]([C:4]1[O:8][C:7]([C:9]2[CH:18]=[CH:17][C:12]([C:13]([OH:15])=[O:14])=[CH:11][N:10]=2)=[N:6][N:5]=1)([CH3:3])[CH3:2]. (2) Given the reactants [H-].[H-].[H-].[H-].[Li+].[Al+3].[C:7]([O:11][C:12](=[O:33])[NH:13][C@@H:14]1[C:19](=[O:20])[C@H:18]([CH2:21][C:22]2[CH:27]=[C:26]([F:28])[C:25]([N+:29]([O-:31])=[O:30])=[C:24]([F:32])[CH:23]=2)[CH2:17][S:16][CH2:15]1)([CH3:10])([CH3:9])[CH3:8], predict the reaction product. The product is: [C:7]([O:11][C:12](=[O:33])[NH:13][C@@H:14]1[C@@H:19]([OH:20])[C@H:18]([CH2:21][C:22]2[CH:23]=[C:24]([F:32])[C:25]([N+:29]([O-:31])=[O:30])=[C:26]([F:28])[CH:27]=2)[CH2:17][S:16][CH2:15]1)([CH3:10])([CH3:8])[CH3:9]. (3) Given the reactants [C:1]([O:5][C:6]([N:8]1[C:16]2[C:11](=[CH:12][C:13]([C:17](O)=[O:18])=[CH:14][CH:15]=2)[CH:10]=[C:9]1[C:20]1[C:21](=[O:30])[NH:22][C:23]2[C:28]([CH:29]=1)=[CH:27][CH:26]=[CH:25][CH:24]=2)=[O:7])([CH3:4])([CH3:3])[CH3:2].C1(P(N=[N+]=[N-])(C2C=CC=CC=2)=[O:38])C=CC=CC=1.C([N:50]([CH2:53]C)CC)C.[CH3:55][C:56]([OH:59])([CH3:58])[CH3:57], predict the reaction product. The product is: [C:56]([O:59][C:53]([NH:50][C:17]([C:13]1[CH:12]=[C:11]2[C:16](=[CH:15][CH:14]=1)[N:8]([C:6]([O:5][C:1]([CH3:3])([CH3:4])[CH3:2])=[O:7])[C:9]([C:20]1[C:21](=[O:30])[NH:22][C:23]3[C:28]([CH:29]=1)=[CH:27][CH:26]=[CH:25][CH:24]=3)=[CH:10]2)=[O:18])=[O:38])([CH3:58])([CH3:57])[CH3:55]. (4) Given the reactants [Cl:1][C:2]1[CH:3]=[C:4]2[C:9](=[CH:10][CH:11]=1)[N+:8]([O-])=[CH:7][C:6]([N+:13]([O-:15])=[O:14])=[C:5]2[C:16]([F:19])([F:18])[F:17].P(Br)(Br)([Br:22])=O, predict the reaction product. The product is: [Br:22][C:7]1[C:6]([N+:13]([O-:15])=[O:14])=[C:5]([C:16]([F:19])([F:18])[F:17])[C:4]2[C:9](=[CH:10][CH:11]=[C:2]([Cl:1])[CH:3]=2)[N:8]=1. (5) Given the reactants Cl[C:2]1[N:3]=[C:4]([N:24]2[CH2:29][CH2:28][O:27][CH2:26][CH2:25]2)[C:5]2[S:10][C:9]([CH2:11][N:12]3[CH2:17][CH2:16][N:15]([CH2:18][C:19]([N:21]([CH3:23])[CH3:22])=[O:20])[CH2:14][CH2:13]3)=[CH:8][C:6]=2[N:7]=1.CC1(C)C(C)(C)OB([C:38]2[CH:39]=[N:40][C:41]([NH2:44])=[N:42][CH:43]=2)O1, predict the reaction product. The product is: [NH2:44][C:41]1[N:42]=[CH:43][C:38]([C:2]2[N:3]=[C:4]([N:24]3[CH2:29][CH2:28][O:27][CH2:26][CH2:25]3)[C:5]3[S:10][C:9]([CH2:11][N:12]4[CH2:17][CH2:16][N:15]([CH2:18][C:19]([N:21]([CH3:23])[CH3:22])=[O:20])[CH2:14][CH2:13]4)=[CH:8][C:6]=3[N:7]=2)=[CH:39][N:40]=1. (6) Given the reactants [CH:1]1([N:4]([CH:18]2[CH2:23][CH2:22][N:21]([CH2:24][C:25](O)([CH3:27])[CH3:26])[CH2:20][CH2:19]2)[C:5](=[O:17])[C:6]2[CH:11]=[CH:10][C:9]([C:12]3[O:16][CH:15]=[N:14][CH:13]=3)=[CH:8][CH:7]=2)[CH2:3][CH2:2]1.[F:29][C:30]([F:41])([F:40])C1(COS(C)(=O)=O)CC1.C([O-])([O-])=O.[K+].[K+].[I-].[K+], predict the reaction product. The product is: [CH:1]1([N:4]([CH:18]2[CH2:23][CH2:22][N:21]([CH2:24][C:25]3([C:30]([F:41])([F:40])[F:29])[CH2:27][CH2:26]3)[CH2:20][CH2:19]2)[C:5](=[O:17])[C:6]2[CH:11]=[CH:10][C:9]([C:12]3[O:16][CH:15]=[N:14][CH:13]=3)=[CH:8][CH:7]=2)[CH2:3][CH2:2]1. (7) The product is: [ClH:30].[CH2:1]([O:3][C:4](=[O:29])[CH:5]([NH:25][C:26](=[O:28])[CH3:27])[CH2:6][C:7]1[O:11][N:10]=[C:9]([CH:12]([NH2:17])[CH2:13][CH:14]([CH3:15])[CH3:16])[CH:8]=1)[CH3:2]. Given the reactants [CH2:1]([O:3][C:4](=[O:29])[CH:5]([NH:25][C:26](=[O:28])[CH3:27])[CH2:6][C:7]1[O:11][N:10]=[C:9]([CH:12]([NH:17]C(OC(C)(C)C)=O)[CH2:13][CH:14]([CH3:16])[CH3:15])[CH:8]=1)[CH3:2].[ClH:30], predict the reaction product. (8) Given the reactants [C:1]([C:9]1[CH:10]=[CH:11][C:12]2[O:16][C:15]([C:17]3[CH:22]=[CH:21][C:20]([CH2:23][N:24]4[CH2:27][CH:26]([C:28]([O:30][CH3:31])=[O:29])[CH2:25]4)=[CH:19][C:18]=3[F:32])=[CH:14][C:13]=2[CH:33]=1)(=[O:8])[C:2]1[CH:7]=[CH:6][CH:5]=[CH:4][CH:3]=1.[BH4-].[Na+].[Cl-].[NH4+], predict the reaction product. The product is: [F:32][C:18]1[CH:19]=[C:20]([CH2:23][N:24]2[CH2:25][CH:26]([C:28]([O:30][CH3:31])=[O:29])[CH2:27]2)[CH:21]=[CH:22][C:17]=1[C:15]1[O:16][C:12]2[CH:11]=[CH:10][C:9]([CH:1]([OH:8])[C:2]3[CH:3]=[CH:4][CH:5]=[CH:6][CH:7]=3)=[CH:33][C:13]=2[CH:14]=1. (9) Given the reactants [F:1][C:2]1[CH:3]=[C:4]([N:8]2[C:12]3([CH2:17][CH2:16][N:15]([C:18]([O:20][C:21]([CH3:24])([CH3:23])[CH3:22])=[O:19])[CH2:14][CH2:13]3)[C:11]([NH:25][CH2:26][Si](C)(C)C)=[N:10][C:9]2=[O:31])[CH:5]=[CH:6][CH:7]=1.[F-].C([N+](CCCC)(CCCC)CCCC)CCC, predict the reaction product. The product is: [F:1][C:2]1[CH:3]=[C:4]([N:8]2[C:12]3([CH2:17][CH2:16][N:15]([C:18]([O:20][C:21]([CH3:22])([CH3:23])[CH3:24])=[O:19])[CH2:14][CH2:13]3)[C:11]([NH:25][CH3:26])=[N:10][C:9]2=[O:31])[CH:5]=[CH:6][CH:7]=1. (10) Given the reactants S([O-])([O-])(=O)=O.[Al+3].S([O-])([O-])(=O)=O.S([O-])([O-])(=O)=O.[Al+3].C(=O)([O-])[O-].[Na+].[Na+].[O-:24][P:25]([O:28]P([O-])([O-])=O)(=[O:27])[O-:26].[Ca+2:33].[Ca+2], predict the reaction product. The product is: [P:25]([O-:28])([O-:27])([O-:26])=[O:24].[Ca+2:33].[P:25]([O-:28])([O-:27])([O-:26])=[O:24].[Ca+2:33].[Ca+2:33].